This data is from Reaction yield outcomes from USPTO patents with 853,638 reactions. The task is: Predict the reaction yield, written as a fraction of the theoretical maximum amount of product (1.0 means a 100% yield; for example, 0.34 means a 34% yield). (1) The reactants are [CH3:1][C:2]([C:12]1[CH:16]=[C:15]([NH:17][C:18](=[O:34])[C:19]([S:22]([CH2:25][CH:26]2[CH2:31][CH2:30][CH:29]([O:32][CH3:33])[CH2:28][CH2:27]2)(=[O:24])=[O:23])([CH3:21])[CH3:20])[O:14][N:13]=1)([CH3:11])[CH2:3][O:4]C1CCCCO1.CC1C=CC(S(O)(=O)=O)=CC=1. The catalyst is C(Cl)Cl.CCOCC. The product is [OH:4][CH2:3][C:2]([C:12]1[CH:16]=[C:15]([NH:17][C:18](=[O:34])[C:19]([S:22]([CH2:25][CH:26]2[CH2:27][CH2:28][CH:29]([O:32][CH3:33])[CH2:30][CH2:31]2)(=[O:24])=[O:23])([CH3:21])[CH3:20])[O:14][N:13]=1)([CH3:1])[CH3:11]. The yield is 0.380. (2) The reactants are CO[C:3](=[O:24])[CH:4]([C:16]1[CH:21]=[CH:20][C:19]([O:22][CH3:23])=[CH:18][CH:17]=1)[C:5]([C:7]1[CH:12]=[CH:11][C:10]([C:13]#[N:14])=[C:9]([F:15])[CH:8]=1)=O.[C:25]([O:29][C:30](=[O:41])[NH:31][CH:32]1[CH2:37][CH2:36][N:35]([C:38](=[NH:40])[NH2:39])[CH2:34][CH2:33]1)([CH3:28])([CH3:27])[CH3:26].CCN(C(C)C)C(C)C. The catalyst is C1(C)C=CC=CC=1. The product is [C:25]([O:29][C:30](=[O:41])[NH:31][CH:32]1[CH2:33][CH2:34][N:35]([C:38]2[NH:40][C:3](=[O:24])[C:4]([C:16]3[CH:17]=[CH:18][C:19]([O:22][CH3:23])=[CH:20][CH:21]=3)=[C:5]([C:7]3[CH:12]=[CH:11][C:10]([C:13]#[N:14])=[C:9]([F:15])[CH:8]=3)[N:39]=2)[CH2:36][CH2:37]1)([CH3:28])([CH3:26])[CH3:27]. The yield is 0.0400. (3) The reactants are [F:1][C:2]1[CH:22]=[CH:21][C:5]([CH2:6][C:7]2[C:8]([CH3:20])=[N:9][C:10]3[N:11]([N:14]=[CH:15][C:16]=3[C:17](O)=[O:18])[C:12]=2[CH3:13])=[CH:4][C:3]=1[O:23][C:24]([F:27])([F:26])[F:25].[NH2:28][CH2:29][CH2:30][O:31][CH2:32][CH2:33][OH:34]. No catalyst specified. The product is [F:1][C:2]1[CH:22]=[CH:21][C:5]([CH2:6][C:7]2[C:8]([CH3:20])=[N:9][C:10]3[N:11]([N:14]=[CH:15][C:16]=3[C:17]([NH:28][CH2:29][CH2:30][O:31][CH2:32][CH2:33][OH:34])=[O:18])[C:12]=2[CH3:13])=[CH:4][C:3]=1[O:23][C:24]([F:25])([F:26])[F:27]. The yield is 0.0200.